From a dataset of Reaction yield outcomes from USPTO patents with 853,638 reactions. Predict the reaction yield, written as a fraction of the theoretical maximum amount of product (1.0 means a 100% yield; for example, 0.34 means a 34% yield). (1) The reactants are C(OC(=O)[CH2:5][CH2:6][CH2:7][C:8]([C@@H:17]1[C@:25]2([CH3:26])[C@H:20]([C@@H:21]([O:27][Si:28]([C:31]([CH3:34])([CH3:33])[CH3:32])([CH3:30])[CH3:29])[CH2:22][CH2:23][CH2:24]2)[CH2:19][CH2:18]1)([CH3:16])[CH2:9][CH2:10][CH2:11][C:12]([OH:15])([CH3:14])[CH3:13])C.O.[CH3:37][Mg]Br.[Cl-].[NH4+].C([O:44][CH2:45][CH3:46])C. No catalyst specified. The product is [C:31]([Si:28]([CH3:29])([CH3:30])[O:27][C@H:21]1[CH2:22][CH2:23][CH2:24][C@@:25]2([CH3:26])[C@H:20]1[CH2:19][CH2:18][C@@H:17]2[C:8]([CH3:16])([CH2:7][CH2:6][CH2:5][C:45]([CH3:46])([OH:44])[CH3:37])[CH2:9][CH2:10][CH2:11][C:12]([CH3:14])([OH:15])[CH3:13])([CH3:33])([CH3:34])[CH3:32]. The yield is 0.950. (2) The reactants are [OH:1]O.[F:3][C:4]1[C:9]([O:10][CH3:11])=[CH:8][CH:7]=[CH:6][C:5]=1B(O)O.O. The catalyst is O1CCOCC1. The product is [F:3][C:4]1[C:9]([O:10][CH3:11])=[CH:8][CH:7]=[CH:6][C:5]=1[OH:1]. The yield is 0.710. (3) The reactants are [CH:1]1([C:4]2[N:13]=[C:12]([N:14]3[CH2:19][CH2:18][N:17]([C:20]4[CH:25]=[CH:24][C:23]([O:26][CH3:27])=[CH:22][C:21]=4[N+:28]([O-])=O)[CH2:16][CH2:15]3)[C:11]3[C:6](=[CH:7][C:8]([O:33][CH3:34])=[C:9]([O:31][CH3:32])[CH:10]=3)[N:5]=2)[CH2:3][CH2:2]1.[NH4+].[Cl-]. The catalyst is CCO.O.C(Cl)Cl.[Fe]. The product is [CH:1]1([C:4]2[N:13]=[C:12]([N:14]3[CH2:15][CH2:16][N:17]([C:20]4[CH:25]=[CH:24][C:23]([O:26][CH3:27])=[CH:22][C:21]=4[NH2:28])[CH2:18][CH2:19]3)[C:11]3[C:6](=[CH:7][C:8]([O:33][CH3:34])=[C:9]([O:31][CH3:32])[CH:10]=3)[N:5]=2)[CH2:2][CH2:3]1. The yield is 0.730. (4) The reactants are C1(C)C=CC(S(O)(=O)=O)=CC=1.[NH2:12][CH:13]([C:16]#[N:17])[C:14]#[N:15].[F:18][C:19]1[CH:27]=[CH:26][CH:25]=[C:24]([F:28])[C:20]=1[C:21](Cl)=[O:22]. The catalyst is CN1C(=O)CCC1.CCOC(C)=O.O. The product is [NH2:15][C:14]1[O:22][C:21]([C:20]2[C:19]([F:18])=[CH:27][CH:26]=[CH:25][C:24]=2[F:28])=[N:12][C:13]=1[C:16]#[N:17]. The yield is 0.690. (5) The reactants are [Cl:1][C:2]1[CH:7]=[CH:6][CH:5]=[CH:4][C:3]=1[N:8]1[C:12]2[C:13]([C:19]([F:22])([F:21])[F:20])=[CH:14][C:15]([C:17]#[N:18])=[CH:16][C:11]=2[NH:10][C:9]1=[O:23].[H-].[Na+].[CH3:26][CH2:27][N:28]([CH2:31][CH2:32]Cl)[CH2:29][CH3:30].Cl.[C:35](=[O:38])(O)[O-:36].[Na+]. The catalyst is CN(C)C=O.C(N(CC)CC)C. The product is [F:20][C:19]([F:22])([F:21])[C:35]([OH:36])=[O:38].[Cl:1][C:2]1[CH:7]=[CH:6][CH:5]=[CH:4][C:3]=1[N:8]1[C:12]2[C:13]([C:19]([F:20])([F:21])[F:22])=[CH:14][C:15]([C:17]([NH2:18])=[O:36])=[CH:16][C:11]=2[N:10]([CH2:26][CH2:27][N:28]([CH2:31][CH3:32])[CH2:29][CH3:30])[C:9]1=[O:23]. The yield is 0.0600. (6) The reactants are [NH2:1][C:2]1[CH:7]=[CH:6][C:5]([CH3:8])=[CH:4][N:3]=1.N1C=CC=CC=1.[N+:15]([C:18]1[CH:26]=[CH:25][CH:24]=[CH:23][C:19]=1[C:20](Cl)=[O:21])([O-:17])=[O:16]. The catalyst is ClCCl. The yield is 0.520. The product is [CH3:8][C:5]1[CH:6]=[CH:7][C:2]([NH:1][C:20](=[O:21])[C:19]2[CH:23]=[CH:24][CH:25]=[CH:26][C:18]=2[N+:15]([O-:17])=[O:16])=[N:3][CH:4]=1. (7) The reactants are [CH3:1][C:2]1[CH:11]=[CH:10][C:9]2[CH2:8][CH2:7][CH2:6][N:5]([C:12]([O:14][C:15]([CH3:18])([CH3:17])[CH3:16])=[O:13])[C:4]=2[N:3]=1.[CH2:19]([O:21][C:22](=O)[O:23]CC)[CH3:20].[Li+].CC([N-]C(C)C)C. The catalyst is C1COCC1. The product is [C:15]([O:14][C:12]([N:5]1[C:4]2[N:3]=[C:2]([CH2:1][C:22]([O:21][CH2:19][CH3:20])=[O:23])[CH:11]=[CH:10][C:9]=2[CH2:8][CH2:7][CH2:6]1)=[O:13])([CH3:18])([CH3:17])[CH3:16]. The yield is 0.830. (8) The reactants are [O-]P([O-])([O-])=O.[K+].[K+].[K+].[CH2:9]([NH2:16])[C:10]1[CH:15]=[CH:14][CH:13]=[CH:12][CH:11]=1.[Br:17][C:18]1[CH:19]=[C:20](I)[CH:21]=[CH:22][CH:23]=1.C(O)CO. The catalyst is [Cu]I.CCCCCC.C(OCC)(=O)C.CC(O)C. The product is [Br:17][C:18]1[CH:23]=[C:22]([NH:16][CH2:9][C:10]2[CH:15]=[CH:14][CH:13]=[CH:12][CH:11]=2)[CH:21]=[CH:20][CH:19]=1. The yield is 0.830. (9) The reactants are [CH3:1][C:2]1[C:7]([C:8]([OH:10])=O)=[C:6]([CH3:11])[CH:5]=[CH:4][N:3]=1.C(Cl)(=O)C(Cl)=O.[CH3:18][O:19][C:20](=[O:46])[C@H:21]([CH2:38][C:39]1[CH:44]=[CH:43][C:42]([NH2:45])=[CH:41][CH:40]=1)[NH:22][C:23]([C:25]1([CH2:30][CH2:31][CH2:32][CH2:33][S:34]([CH3:37])(=[O:36])=[O:35])[CH2:29][CH2:28][CH2:27][CH2:26]1)=[S:24].C(N(C(C)C)CC)(C)C. The catalyst is ClCCl.CN(C=O)C.O. The product is [CH3:18][O:19][C:20](=[O:46])[C@H:21]([CH2:38][C:39]1[CH:44]=[CH:43][C:42]([NH:45][C:8]([C:7]2[C:2]([CH3:1])=[N:3][CH:4]=[CH:5][C:6]=2[CH3:11])=[O:10])=[CH:41][CH:40]=1)[NH:22][C:23]([C:25]1([CH2:30][CH2:31][CH2:32][CH2:33][S:34]([CH3:37])(=[O:36])=[O:35])[CH2:29][CH2:28][CH2:27][CH2:26]1)=[S:24]. The yield is 0.650.